Predict the reaction yield, written as a fraction of the theoretical maximum amount of product (1.0 means a 100% yield; for example, 0.34 means a 34% yield). From a dataset of Reaction yield outcomes from USPTO patents with 853,638 reactions. (1) The reactants are [CH2:1]([N:3]([CH:11]1[CH2:16][CH2:15][C:14]([C:17]2[C:25]3[C:20](=[CH:21][CH:22]=[C:23]([NH:26][C:27]([C:29]4[S:30][CH:31]=[CH:32][CH:33]=4)=[NH:28])[CH:24]=3)[NH:19][CH:18]=2)=[CH:13][CH2:12]1)C(=O)OC(C)(C)C)[CH3:2].C(O)(C(F)(F)F)=O. The catalyst is C(Cl)Cl. The product is [CH2:1]([NH:3][CH:11]1[CH2:16][CH2:15][C:14]([C:17]2[C:25]3[C:20](=[CH:21][CH:22]=[C:23]([NH:26][C:27]([C:29]4[S:30][CH:31]=[CH:32][CH:33]=4)=[NH:28])[CH:24]=3)[NH:19][CH:18]=2)=[CH:13][CH2:12]1)[CH3:2]. The yield is 0.530. (2) The reactants are [NH:1]1[C:5]([C:6]2[CH:7]=[C:8]([C:13]3[CH:18]=[CH:17][C:16]([C:19]([F:22])([F:21])[F:20])=[CH:15][CH:14]=3)[CH:9]=[CH:10][C:11]=2[NH2:12])=[N:4][N:3]=[N:2]1.[F:23][C:24]([F:39])([F:38])[C:25]1[CH:26]=[C:27]([CH:31]=[C:32]([C:34]([F:37])([F:36])[F:35])[CH:33]=1)[C:28](Cl)=[O:29]. The catalyst is N1C=CC=CC=1. The product is [NH:4]1[C:5]([C:6]2[CH:7]=[C:8]([C:13]3[CH:14]=[CH:15][C:16]([C:19]([F:20])([F:21])[F:22])=[CH:17][CH:18]=3)[CH:9]=[CH:10][C:11]=2[NH:12][C:28](=[O:29])[C:27]2[CH:31]=[C:32]([C:34]([F:35])([F:36])[F:37])[CH:33]=[C:25]([C:24]([F:23])([F:38])[F:39])[CH:26]=2)=[N:1][N:2]=[N:3]1. The yield is 0.910.